This data is from Catalyst prediction with 721,799 reactions and 888 catalyst types from USPTO. The task is: Predict which catalyst facilitates the given reaction. (1) Reactant: [Cl:1][C:2]1[N:7]=[CH:6][C:5]([CH2:8][O:9][C:10]2[CH:11]=[CH:12][C:13]3[O:17][C:16]([CH:18]([NH:25][C:26]4[CH:31]=[CH:30][C:29]([C:32]([N:34]([CH3:42])[CH2:35][CH2:36][C:37]([O:39]CC)=[O:38])=[O:33])=[CH:28][CH:27]=4)[CH:19]4[CH2:24][CH2:23][CH2:22][CH2:21][CH2:20]4)=[C:15]([CH3:43])[C:14]=3[CH:44]=2)=[CH:4][CH:3]=1.[OH-].[Na+]. Product: [Cl:1][C:2]1[N:7]=[CH:6][C:5]([CH2:8][O:9][C:10]2[CH:11]=[CH:12][C:13]3[O:17][C:16]([CH:18]([NH:25][C:26]4[CH:27]=[CH:28][C:29]([C:32]([N:34]([CH3:42])[CH2:35][CH2:36][C:37]([OH:39])=[O:38])=[O:33])=[CH:30][CH:31]=4)[CH:19]4[CH2:24][CH2:23][CH2:22][CH2:21][CH2:20]4)=[C:15]([CH3:43])[C:14]=3[CH:44]=2)=[CH:4][CH:3]=1. The catalyst class is: 8. (2) Reactant: F[C:2]1[CH:7]=[CH:6][C:5]([N+:8]([O-:10])=[O:9])=[CH:4][C:3]=1[O:11][CH3:12].[O:13]1[CH2:16][CH:15]([N:17]2[CH2:22][CH2:21][NH:20][CH2:19][CH2:18]2)[CH2:14]1.C(=O)([O-])[O-].[K+].[K+]. Product: [CH3:12][O:11][C:3]1[CH:4]=[C:5]([N+:8]([O-:10])=[O:9])[CH:6]=[CH:7][C:2]=1[N:20]1[CH2:21][CH2:22][N:17]([CH:15]2[CH2:16][O:13][CH2:14]2)[CH2:18][CH2:19]1. The catalyst class is: 9. (3) Reactant: [CH3:1][O:2][C:3]([CH:5]1[CH2:9][CH:8]([NH2:10])[CH2:7][N:6]1[CH2:11][C:12]1[CH:17]=[CH:16][CH:15]=[CH:14][CH:13]=1)=[O:4].[F:18][C:19]1[CH:26]=[C:25]([F:27])[CH:24]=[CH:23][C:20]=1[CH:21]=O.[O-]S([O-])(=O)=O.[Mg+2].[BH3-]C#N.[Na+].[CH3:38][C:39]([O:42][C:43](O[C:43]([O:42][C:39]([CH3:41])([CH3:40])[CH3:38])=[O:44])=[O:44])([CH3:41])[CH3:40]. Product: [CH3:1][O:2][C:3]([CH:5]1[CH2:9][CH:8]([N:10]([C:43]([O:42][C:39]([CH3:41])([CH3:40])[CH3:38])=[O:44])[CH2:21][C:20]2[CH:23]=[CH:24][C:25]([F:27])=[CH:26][C:19]=2[F:18])[CH2:7][N:6]1[CH2:11][C:12]1[CH:17]=[CH:16][CH:15]=[CH:14][CH:13]=1)=[O:4]. The catalyst class is: 585.